Dataset: Aqueous solubility values for 9,982 compounds from the AqSolDB database. Task: Regression/Classification. Given a drug SMILES string, predict its absorption, distribution, metabolism, or excretion properties. Task type varies by dataset: regression for continuous measurements (e.g., permeability, clearance, half-life) or binary classification for categorical outcomes (e.g., BBB penetration, CYP inhibition). For this dataset (solubility_aqsoldb), we predict Y. (1) The compound is NC(=O)NN=C[C@H](O)[C@@H](O)[C@H](O)CO. The Y is -0.129 log mol/L. (2) The molecule is CC(C)(C)c1cccc(O)c1. The Y is -1.86 log mol/L. (3) The molecule is Cc1cc(Nc2cc(S(=O)(=O)[O-])c(N)c3c2C(=O)c2ccccc2C3=O)cc(S(=O)(=O)NCCO)c1C.[Na+]. The Y is -2.67 log mol/L. (4) The drug is CCNC(=O)C(C)OC(=O)Nc1ccccc1. The Y is -1.83 log mol/L. (5) The compound is O=c1ccc2cc3ccoc3c(O)c2o1. The Y is -3.22 log mol/L. (6) The molecule is COCCOCCO[Si](CCCOCC1CO1)(OCCOCCOC)OCCOCCOC. The Y is 1.58 log mol/L. (7) The molecule is Nc1ccc(S(=O)(=O)O)cc1. The Y is -1.14 log mol/L. (8) The drug is CN1C(=O)C(Cc2ccc(O)cc2)N(CC(=O)O)C1=O. The Y is -0.0500 log mol/L. (9) The drug is NS(=O)(=O)c1nnc(NC(=O)c2c(F)c(F)c(F)c(F)c2F)s1. The Y is -1.37 log mol/L. (10) The compound is O=C(NNC(=O)c1ccccc1)c1ccccc1. The Y is -1.59 log mol/L.